Predict the reactants needed to synthesize the given product. From a dataset of Full USPTO retrosynthesis dataset with 1.9M reactions from patents (1976-2016). (1) The reactants are: [C:1]([C:5]1[O:9][N:8]=[C:7]([C:10]2[CH:26]=[CH:25][C:13]3[C:14]4[CH:20]=[C:19]([S:21](O)(=[O:23])=[O:22])[CH:18]=[CH:17][C:15]=4[O:16][C:12]=3[CH:11]=2)[N:6]=1)([CH3:4])([CH3:3])[CH3:2].S(Cl)([Cl:29])=O. Given the product [C:1]([C:5]1[O:9][N:8]=[C:7]([C:10]2[CH:26]=[CH:25][C:13]3[C:14]4[CH:20]=[C:19]([S:21]([Cl:29])(=[O:23])=[O:22])[CH:18]=[CH:17][C:15]=4[O:16][C:12]=3[CH:11]=2)[N:6]=1)([CH3:4])([CH3:3])[CH3:2], predict the reactants needed to synthesize it. (2) Given the product [C:11]([CH2:12][CH2:13][N:9]([CH2:3][CH2:2][C:1]#[N:10])[CH2:8][CH2:7][CH2:6][CH2:5][CH2:4][CH2:3][CH2:2][CH2:1][N:10]([CH2:6][CH2:7][C:8]#[N:9])[CH2:13][CH2:12][C:11]#[N:14])#[N:14], predict the reactants needed to synthesize it. The reactants are: [CH2:1]([NH2:10])[CH2:2][CH2:3][CH2:4][CH2:5][CH2:6][CH2:7][CH2:8][NH2:9].[C:11](#[N:14])[CH:12]=[CH2:13].